This data is from Reaction yield outcomes from USPTO patents with 853,638 reactions. The task is: Predict the reaction yield, written as a fraction of the theoretical maximum amount of product (1.0 means a 100% yield; for example, 0.34 means a 34% yield). The reactants are Cl[S:2]([C:5]1[CH:6]=[C:7]([CH:11]=[CH:12][CH:13]=1)[C:8]([OH:10])=[O:9])(=[O:4])=[O:3].[OH-].[NH4+:15]. No catalyst specified. The product is [NH2:15][S:2]([C:5]1[CH:6]=[C:7]([CH:11]=[CH:12][CH:13]=1)[C:8]([OH:10])=[O:9])(=[O:4])=[O:3]. The yield is 0.960.